Task: Predict the reaction yield, written as a fraction of the theoretical maximum amount of product (1.0 means a 100% yield; for example, 0.34 means a 34% yield).. Dataset: Reaction yield outcomes from USPTO patents with 853,638 reactions (1) The reactants are [NH:1]1[CH2:6][CH:5]=[C:4]([C:7]2[C:8]3[O:15][C:14]([CH:16]=[O:17])=[CH:13][C:9]=3[CH:10]=[N:11][CH:12]=2)[CH2:3][CH2:2]1.C(N(CC)CC)C.[CH3:25][N:26]([CH3:31])[S:27](Cl)(=[O:29])=[O:28].C(=O)(O)[O-].[Na+]. The catalyst is O1CCCC1. The product is [CH:16]([C:14]1[O:15][C:8]2[C:7]([C:4]3[CH2:3][CH2:2][N:1]([S:27]([N:26]([CH3:31])[CH3:25])(=[O:29])=[O:28])[CH2:6][CH:5]=3)=[CH:12][N:11]=[CH:10][C:9]=2[CH:13]=1)=[O:17]. The yield is 0.460. (2) The reactants are [CH3:1][C:2]1[CH:7]=[CH:6][CH:5]=[C:4]([N+:8]([O-:10])=[O:9])[C:3]=1[NH2:11].[C:12](OC)(=O)C(OC)=O.CC(C)([O-])C.[K+].C(OCC)(=O)C. The catalyst is CN(C)C=O. The product is [CH3:12][NH:11][C:3]1[C:4]([N+:8]([O-:10])=[O:9])=[CH:5][CH:6]=[CH:7][C:2]=1[CH3:1]. The yield is 0.421. (3) The reactants are [Cl:1][C:2]1[C:3]([O:9][C:10]2[CH:15]=[C:14]([O:16][CH2:17][CH2:18][O:19][CH3:20])[CH:13]=[CH:12][C:11]=2[CH2:21][CH2:22][CH2:23][OH:24])=[N:4][CH:5]=[C:6]([Cl:8])[CH:7]=1.Cl[S:26]([N:29]=[C:30]=[O:31])(=[O:28])=[O:27].N1C=CC=CC=1.[CH:38]([O:41][CH2:42][CH2:43][NH2:44])([CH3:40])[CH3:39]. The catalyst is C1(C)C=CC=CC=1.O. The product is [CH:38]([O:41][CH2:42][CH2:43][NH:44][S:26]([NH:29][C:30](=[O:31])[O:24][CH2:23][CH2:22][CH2:21][C:11]1[CH:12]=[CH:13][C:14]([O:16][CH2:17][CH2:18][O:19][CH3:20])=[CH:15][C:10]=1[O:9][C:3]1[C:2]([Cl:1])=[CH:7][C:6]([Cl:8])=[CH:5][N:4]=1)(=[O:28])=[O:27])([CH3:40])[CH3:39]. The yield is 0.410. (4) The yield is 0.370. The product is [F:7][CH2:11][CH:12]([CH3:28])[CH2:13][C@@H:14]1[CH2:18][N:17]([C@H:19]([C:21]2[CH:26]=[CH:25][CH:24]=[CH:23][CH:22]=2)[CH3:20])[C:16](=[O:27])[CH2:15]1. The reactants are CCN(S(F)(F)[F:7])CC.O[CH2:11][CH:12]([CH3:28])[CH2:13][C@@H:14]1[CH2:18][N:17]([C@H:19]([C:21]2[CH:26]=[CH:25][CH:24]=[CH:23][CH:22]=2)[CH3:20])[C:16](=[O:27])[CH2:15]1. The catalyst is C(Cl)Cl. (5) The reactants are [CH:1]([C:3]1[CH:11]=[CH:10][C:6]([C:7]([OH:9])=[O:8])=[CH:5][CH:4]=1)=O.[OH:12][C:13]1[CH:18]=[CH:17][C:16]([C:19](=[O:21])[CH3:20])=[CH:15][C:14]=1[CH3:22].[OH-].[K+].Cl. The catalyst is CO.O. The product is [OH:12][C:13]1[CH:18]=[CH:17][C:16]([C:19](=[O:21])/[CH:20]=[CH:1]/[C:3]2[CH:11]=[CH:10][C:6]([C:7]([OH:9])=[O:8])=[CH:5][CH:4]=2)=[CH:15][C:14]=1[CH3:22]. The yield is 0.870. (6) The reactants are [NH2:1][CH2:2][C:3]1([OH:16])[CH2:8][CH2:7][N:6]([CH2:9][C:10]2[CH:15]=[CH:14][CH:13]=[CH:12][CH:11]=2)[CH2:5][CH2:4]1.C(N(CC)CC)C.[Cl:24][CH2:25][C:26](Cl)=[O:27]. The catalyst is ClCCl.O. The product is [CH2:9]([N:6]1[CH2:7][CH2:8][C:3]([CH2:2][NH:1][C:26](=[O:27])[CH2:25][Cl:24])([OH:16])[CH2:4][CH2:5]1)[C:10]1[CH:15]=[CH:14][CH:13]=[CH:12][CH:11]=1. The yield is 0.780. (7) The reactants are Br[C:2]1[CH:3]=[C:4]([NH:11][C:12](=[O:14])[CH3:13])[CH:5]=[C:6]([N+:8]([O-:10])=[O:9])[CH:7]=1.N#N.[F:17][C:18]1[CH:23]=[C:22]([F:24])[CH:21]=[CH:20][C:19]=1B(O)O.C(=O)([O-])[O-].[Na+].[Na+]. The catalyst is COCCOC.C1C=CC(P(C2C=CC=CC=2)[C-]2C=CC=C2)=CC=1.C1C=CC(P(C2C=CC=CC=2)[C-]2C=CC=C2)=CC=1.Cl[Pd]Cl.[Fe+2]. The product is [F:17][C:18]1[CH:23]=[C:22]([F:24])[CH:21]=[CH:20][C:19]=1[C:2]1[CH:7]=[C:6]([N+:8]([O-:10])=[O:9])[CH:5]=[C:4]([NH:11][C:12](=[O:14])[CH3:13])[CH:3]=1. The yield is 0.800.